Regression. Given two drug SMILES strings and cell line genomic features, predict the synergy score measuring deviation from expected non-interaction effect. From a dataset of Merck oncology drug combination screen with 23,052 pairs across 39 cell lines. (1) Drug 1: NC1(c2ccc(-c3nc4ccn5c(=O)[nH]nc5c4cc3-c3ccccc3)cc2)CCC1. Drug 2: NC1CCCCC1N.O=C(O)C(=O)O.[Pt+2]. Cell line: SKOV3. Synergy scores: synergy=-25.0. (2) Drug 1: O=S1(=O)NC2(CN1CC(F)(F)F)C1CCC2Cc2cc(C=CCN3CCC(C(F)(F)F)CC3)ccc2C1. Drug 2: COC12C(COC(N)=O)C3=C(C(=O)C(C)=C(N)C3=O)N1CC1NC12. Cell line: NCIH460. Synergy scores: synergy=-21.5. (3) Drug 1: COc1cccc2c1C(=O)c1c(O)c3c(c(O)c1C2=O)CC(O)(C(=O)CO)CC3OC1CC(N)C(O)C(C)O1. Drug 2: O=C(O)C1(Cc2cccc(Nc3nccs3)n2)CCC(Oc2cccc(Cl)c2F)CC1. Cell line: OVCAR3. Synergy scores: synergy=-17.2. (4) Cell line: A375. Synergy scores: synergy=-87.1. Drug 1: CCC1=CC2CN(C1)Cc1c([nH]c3ccccc13)C(C(=O)OC)(c1cc3c(cc1OC)N(C)C1C(O)(C(=O)OC)C(OC(C)=O)C4(CC)C=CCN5CCC31C54)C2. Drug 2: Cn1nnc2c(C(N)=O)ncn2c1=O. (5) Cell line: VCAP. Drug 2: Cn1c(=O)n(-c2ccc(C(C)(C)C#N)cc2)c2c3cc(-c4cnc5ccccc5c4)ccc3ncc21. Synergy scores: synergy=19.3. Drug 1: CCC1(O)CC2CN(CCc3c([nH]c4ccccc34)C(C(=O)OC)(c3cc4c(cc3OC)N(C)C3C(O)(C(=O)OC)C(OC(C)=O)C5(CC)C=CCN6CCC43C65)C2)C1. (6) Cell line: NCIH520. Drug 1: CCC1=CC2CN(C1)Cc1c([nH]c3ccccc13)C(C(=O)OC)(c1cc3c(cc1OC)N(C)C1C(O)(C(=O)OC)C(OC(C)=O)C4(CC)C=CCN5CCC31C54)C2. Synergy scores: synergy=-11.1. Drug 2: O=C(O)C1(Cc2cccc(Nc3nccs3)n2)CCC(Oc2cccc(Cl)c2F)CC1.